Dataset: NCI-60 drug combinations with 297,098 pairs across 59 cell lines. Task: Regression. Given two drug SMILES strings and cell line genomic features, predict the synergy score measuring deviation from expected non-interaction effect. (1) Drug 1: CC1=C(C(CCC1)(C)C)C=CC(=CC=CC(=CC(=O)O)C)C. Drug 2: C1CN(P(=O)(OC1)NCCCl)CCCl. Cell line: NCI-H522. Synergy scores: CSS=3.14, Synergy_ZIP=0.404, Synergy_Bliss=2.59, Synergy_Loewe=0.347, Synergy_HSA=0.427. (2) Drug 1: CC(C1=C(C=CC(=C1Cl)F)Cl)OC2=C(N=CC(=C2)C3=CN(N=C3)C4CCNCC4)N. Drug 2: CC(C)NC(=O)C1=CC=C(C=C1)CNNC.Cl. Cell line: TK-10. Synergy scores: CSS=3.45, Synergy_ZIP=0.512, Synergy_Bliss=-0.0691, Synergy_Loewe=-4.11, Synergy_HSA=-2.34. (3) Drug 1: C(=O)(N)NO. Drug 2: CC1C(C(CC(O1)OC2CC(CC3=C2C(=C4C(=C3O)C(=O)C5=CC=CC=C5C4=O)O)(C(=O)C)O)N)O. Cell line: UO-31. Synergy scores: CSS=48.6, Synergy_ZIP=-0.953, Synergy_Bliss=2.40, Synergy_Loewe=-28.7, Synergy_HSA=3.92. (4) Drug 1: CC1=C(N=C(N=C1N)C(CC(=O)N)NCC(C(=O)N)N)C(=O)NC(C(C2=CN=CN2)OC3C(C(C(C(O3)CO)O)O)OC4C(C(C(C(O4)CO)O)OC(=O)N)O)C(=O)NC(C)C(C(C)C(=O)NC(C(C)O)C(=O)NCCC5=NC(=CS5)C6=NC(=CS6)C(=O)NCCC[S+](C)C)O. Drug 2: CCC1(CC2CC(C3=C(CCN(C2)C1)C4=CC=CC=C4N3)(C5=C(C=C6C(=C5)C78CCN9C7C(C=CC9)(C(C(C8N6C)(C(=O)OC)O)OC(=O)C)CC)OC)C(=O)OC)O.OS(=O)(=O)O. Cell line: EKVX. Synergy scores: CSS=9.98, Synergy_ZIP=-4.61, Synergy_Bliss=-7.13, Synergy_Loewe=-3.24, Synergy_HSA=-6.12. (5) Drug 1: CC1CCC2CC(C(=CC=CC=CC(CC(C(=O)C(C(C(=CC(C(=O)CC(OC(=O)C3CCCCN3C(=O)C(=O)C1(O2)O)C(C)CC4CCC(C(C4)OC)O)C)C)O)OC)C)C)C)OC. Drug 2: CC1=C2C(C(=O)C3(C(CC4C(C3C(C(C2(C)C)(CC1OC(=O)C(C(C5=CC=CC=C5)NC(=O)OC(C)(C)C)O)O)OC(=O)C6=CC=CC=C6)(CO4)OC(=O)C)O)C)O. Cell line: SNB-19. Synergy scores: CSS=13.6, Synergy_ZIP=-2.52, Synergy_Bliss=2.85, Synergy_Loewe=-5.08, Synergy_HSA=2.59. (6) Drug 1: CN1C2=C(C=C(C=C2)N(CCCl)CCCl)N=C1CCCC(=O)O.Cl. Drug 2: CN(CCCl)CCCl.Cl. Cell line: NCI-H460. Synergy scores: CSS=37.9, Synergy_ZIP=2.02, Synergy_Bliss=-0.971, Synergy_Loewe=-33.2, Synergy_HSA=-2.33. (7) Drug 1: C1=CN(C(=O)N=C1N)C2C(C(C(O2)CO)O)O.Cl. Drug 2: C1=NNC2=C1C(=O)NC=N2. Cell line: KM12. Synergy scores: CSS=34.8, Synergy_ZIP=-6.91, Synergy_Bliss=-4.77, Synergy_Loewe=-40.3, Synergy_HSA=-2.33. (8) Drug 1: C1=CN(C(=O)N=C1N)C2C(C(C(O2)CO)O)(F)F. Drug 2: CCC1=C2N=C(C=C(N2N=C1)NCC3=C[N+](=CC=C3)[O-])N4CCCCC4CCO. Cell line: OVCAR3. Synergy scores: CSS=42.7, Synergy_ZIP=-8.25, Synergy_Bliss=-11.9, Synergy_Loewe=-12.6, Synergy_HSA=-6.75. (9) Cell line: NCI-H460. Synergy scores: CSS=39.2, Synergy_ZIP=4.07, Synergy_Bliss=4.08, Synergy_Loewe=-9.97, Synergy_HSA=5.26. Drug 2: CCC1(CC2CC(C3=C(CCN(C2)C1)C4=CC=CC=C4N3)(C5=C(C=C6C(=C5)C78CCN9C7C(C=CC9)(C(C(C8N6C)(C(=O)OC)O)OC(=O)C)CC)OC)C(=O)OC)O.OS(=O)(=O)O. Drug 1: C1=C(C(=O)NC(=O)N1)N(CCCl)CCCl.